From a dataset of NCI-60 drug combinations with 297,098 pairs across 59 cell lines. Regression. Given two drug SMILES strings and cell line genomic features, predict the synergy score measuring deviation from expected non-interaction effect. (1) Drug 1: CC1=CC2C(CCC3(C2CCC3(C(=O)C)OC(=O)C)C)C4(C1=CC(=O)CC4)C. Drug 2: CC1CCC2CC(C(=CC=CC=CC(CC(C(=O)C(C(C(=CC(C(=O)CC(OC(=O)C3CCCCN3C(=O)C(=O)C1(O2)O)C(C)CC4CCC(C(C4)OC)OCCO)C)C)O)OC)C)C)C)OC. Cell line: CCRF-CEM. Synergy scores: CSS=31.9, Synergy_ZIP=3.50, Synergy_Bliss=7.31, Synergy_Loewe=-10.4, Synergy_HSA=8.15. (2) Drug 1: CC1=C(C(=CC=C1)Cl)NC(=O)C2=CN=C(S2)NC3=CC(=NC(=N3)C)N4CCN(CC4)CCO. Drug 2: CCN(CC)CCNC(=O)C1=C(NC(=C1C)C=C2C3=C(C=CC(=C3)F)NC2=O)C. Cell line: COLO 205. Synergy scores: CSS=3.56, Synergy_ZIP=0.530, Synergy_Bliss=5.16, Synergy_Loewe=2.44, Synergy_HSA=3.05. (3) Drug 1: CC1=CC2C(CCC3(C2CCC3(C(=O)C)OC(=O)C)C)C4(C1=CC(=O)CC4)C. Drug 2: CS(=O)(=O)OCCCCOS(=O)(=O)C. Cell line: SK-MEL-28. Synergy scores: CSS=-6.14, Synergy_ZIP=4.44, Synergy_Bliss=3.62, Synergy_Loewe=-3.10, Synergy_HSA=-2.70. (4) Drug 1: CC1=C(C(=CC=C1)Cl)NC(=O)C2=CN=C(S2)NC3=CC(=NC(=N3)C)N4CCN(CC4)CCO. Drug 2: C(=O)(N)NO. Cell line: MCF7. Synergy scores: CSS=9.92, Synergy_ZIP=-2.45, Synergy_Bliss=0.996, Synergy_Loewe=-14.5, Synergy_HSA=1.09.